Dataset: Catalyst prediction with 721,799 reactions and 888 catalyst types from USPTO. Task: Predict which catalyst facilitates the given reaction. Reactant: [CH:1](=[C:8]1/[CH2:9][N:10]([C:15]([C:28]2[CH:33]=[CH:32][CH:31]=[CH:30][CH:29]=2)([C:22]2[CH:27]=[CH:26][CH:25]=[CH:24][CH:23]=2)[C:16]2[CH:21]=[CH:20][CH:19]=[CH:18][CH:17]=2)[CH2:11][CH2:12][C:13]/1=[O:14])/[C:2]1[CH:7]=[CH:6][CH:5]=[CH:4][CH:3]=1.C(O)C.[BH4-].[Na+].[Cl-].[NH4+]. Product: [CH:1](=[C:8]1/[CH2:9][N:10]([C:15]([C:28]2[CH:33]=[CH:32][CH:31]=[CH:30][CH:29]=2)([C:22]2[CH:23]=[CH:24][CH:25]=[CH:26][CH:27]=2)[C:16]2[CH:17]=[CH:18][CH:19]=[CH:20][CH:21]=2)[CH2:11][CH2:12][CH:13]/1[OH:14])/[C:2]1[CH:3]=[CH:4][CH:5]=[CH:6][CH:7]=1. The catalyst class is: 4.